The task is: Predict the reaction yield, written as a fraction of the theoretical maximum amount of product (1.0 means a 100% yield; for example, 0.34 means a 34% yield).. This data is from Reaction yield outcomes from USPTO patents with 853,638 reactions. (1) The reactants are [CH2:1]([O:6][C:7]1[CH:8]=[C:9]([CH:14]=[CH:15][CH:16]=1)[C:10](OC)=[O:11])[C:2]([CH3:5])([CH3:4])[CH3:3].[H-].[Al+3].[Li+].[H-].[H-].[H-].O.[OH-].[Na+]. The catalyst is O1CCCC1. The product is [CH2:1]([O:6][C:7]1[CH:8]=[C:9]([CH:14]=[CH:15][CH:16]=1)[CH2:10][OH:11])[C:2]([CH3:5])([CH3:4])[CH3:3]. The yield is 0.970. (2) The reactants are [CH3:1][C@H:2]1[C:10]2[C:9](O)=[N:8][CH:7]=[N:6][C:5]=2[CH2:4][CH2:3]1.O=P(Cl)(Cl)[Cl:14]. No catalyst specified. The product is [Cl:14][C:9]1[C:10]2[C@H:2]([CH3:1])[CH2:3][CH2:4][C:5]=2[N:6]=[CH:7][N:8]=1. The yield is 0.490. (3) The reactants are [F:1][CH:2]([F:5])[CH2:3][NH2:4].C[Al](C)C.ClC1[CH:19]=[C:18]2[C:14]([CH:15]=[C:16]([C:22](=[O:40])[NH:23][CH:24]([C:29]3[CH:34]=[CH:33][C:32]([F:35])=[C:31]([C:36]([F:39])([F:38])[F:37])[CH:30]=3)[C:25]([F:28])([F:27])[F:26])[N:17]2[CH2:20][CH3:21])=[CH:13][C:12]=1[C:41]([O:43]CC)=O.O.Cl[CH2:48][Cl:49]. No catalyst specified. The product is [Cl:49][C:48]1[CH:19]=[C:18]2[C:14]([CH:15]=[C:16]([C:22]([NH:23][CH:24]([C:29]3[CH:34]=[CH:33][C:32]([F:35])=[C:31]([C:36]([F:37])([F:38])[F:39])[CH:30]=3)[C:25]([F:28])([F:26])[F:27])=[O:40])[N:17]2[CH2:20][CH3:21])=[CH:13][C:12]=1[C:41]([NH:4][CH2:3][CH:2]([F:5])[F:1])=[O:43]. The yield is 0.810.